This data is from Full USPTO retrosynthesis dataset with 1.9M reactions from patents (1976-2016). The task is: Predict the reactants needed to synthesize the given product. (1) Given the product [NH2:41][C:15]1[CH:16]=[CH:17][C:18]2[N:23]([CH:24]3[CH2:28][CH2:27][N:26]([C:29]([O:31][C:32]([CH3:35])([CH3:34])[CH3:33])=[O:30])[CH2:25]3)[CH2:22][CH2:21][S:20][C:19]=2[CH:36]=1, predict the reactants needed to synthesize it. The reactants are: C(P(C(C)(C)C)C(C)(C)C)(C)(C)C.Br[C:15]1[CH:16]=[CH:17][C:18]2[N:23]([CH:24]3[CH2:28][CH2:27][N:26]([C:29]([O:31][C:32]([CH3:35])([CH3:34])[CH3:33])=[O:30])[CH2:25]3)[CH2:22][CH2:21][S:20][C:19]=2[CH:36]=1.CCCC[N+:41](CCCC)(CCCC)CCCC.[F-]. (2) Given the product [CH3:10][S:11][C:2]1[CH:9]=[CH:8][C:5]([CH:6]=[O:7])=[CH:4][N:3]=1, predict the reactants needed to synthesize it. The reactants are: Cl[C:2]1[CH:9]=[CH:8][C:5]([CH:6]=[O:7])=[CH:4][N:3]=1.[CH3:10][S-:11].[Na+].O. (3) Given the product [CH:1]1([C:4]2[N:7]=[C:8]([CH:10]3[CH2:15][C:14]([CH3:29])([S:16]([C:19]4[CH:24]=[CH:23][CH:22]=[C:21]([C:25]([F:28])([F:27])[F:26])[CH:20]=4)(=[O:18])=[O:17])[CH2:13][CH2:12][O:11]3)[O:6][CH:5]=2)[CH2:3][CH2:2]1, predict the reactants needed to synthesize it. The reactants are: [CH:1]1([CH:4]([NH:7][C:8]([CH:10]2[CH2:15][C:14]([CH3:29])([S:16]([C:19]3[CH:24]=[CH:23][CH:22]=[C:21]([C:25]([F:28])([F:27])[F:26])[CH:20]=3)(=[O:18])=[O:17])[CH2:13][CH2:12][O:11]2)=O)[CH:5]=[O:6])[CH2:3][CH2:2]1.O=P(Cl)(Cl)Cl. (4) Given the product [F:1][C:2]1[C:7]([C:8]([N:26]([O:27][CH3:28])[CH3:25])=[O:9])=[CH:6][C:5]([F:11])=[CH:4][N:3]=1, predict the reactants needed to synthesize it. The reactants are: [F:1][C:2]1[C:7]([C:8](O)=[O:9])=[CH:6][C:5]([F:11])=[CH:4][N:3]=1.Cl.C(N=C=NCCCN(C)C)C.Cl.[CH3:25][NH:26][O:27][CH3:28].C(OCC)(=O)C. (5) Given the product [CH3:1][O:2][C:3](=[O:11])[C:4]1[CH:9]=[CH:8][C:7](/[N:10]=[CH:15]/[C:14]2[CH:17]=[CH:18][CH:19]=[CH:20][C:13]=2[Br:12])=[CH:6][CH:5]=1, predict the reactants needed to synthesize it. The reactants are: [CH3:1][O:2][C:3](=[O:11])[C:4]1[CH:9]=[CH:8][C:7]([NH2:10])=[CH:6][CH:5]=1.[Br:12][C:13]1[CH:20]=[CH:19][CH:18]=[CH:17][C:14]=1[CH:15]=O.